From a dataset of Full USPTO retrosynthesis dataset with 1.9M reactions from patents (1976-2016). Predict the reactants needed to synthesize the given product. (1) Given the product [CH2:6]([O:13][C:14]1[CH:19]=[CH:18][N:17]([CH2:28][C:29]([O:31][C:32]([CH3:35])([CH3:34])[CH3:33])=[O:30])[C:16](=[O:20])[CH:15]=1)[C:7]1[CH:8]=[CH:9][CH:10]=[CH:11][CH:12]=1, predict the reactants needed to synthesize it. The reactants are: O1CCCC1.[CH2:6]([O:13][C:14]1[CH:19]=[CH:18][NH:17][C:16](=[O:20])[CH:15]=1)[C:7]1[CH:12]=[CH:11][CH:10]=[CH:9][CH:8]=1.CC(C)([O-])C.[K+].Br[CH2:28][C:29]([O:31][C:32]([CH3:35])([CH3:34])[CH3:33])=[O:30]. (2) Given the product [CH3:15][O:16][C:17]1[CH:18]=[C:19](/[C:20](=[CH:13]/[C:10]2[CH:9]=[C:8]([C:5]3[CH:4]=[CH:3][C:2]([F:1])=[CH:7][CH:6]=3)[O:12][N:11]=2)/[C:21]#[N:22])[CH:23]=[CH:24][C:25]=1[O:26][CH3:27], predict the reactants needed to synthesize it. The reactants are: [F:1][C:2]1[CH:7]=[CH:6][C:5]([C:8]2[O:12][N:11]=[C:10]([CH:13]=O)[CH:9]=2)=[CH:4][CH:3]=1.[CH3:15][O:16][C:17]1[CH:18]=[C:19]([CH:23]=[CH:24][C:25]=1[O:26][CH3:27])[CH2:20][C:21]#[N:22]. (3) Given the product [CH2:1]([O:3][C@@H:4]([CH2:10][C:11]1[CH:12]=[CH:13][C:14]([O:17][CH2:31][C:32]2[CH:37]=[CH:36][CH:35]=[CH:34][N:33]=2)=[CH:15][CH:16]=1)[C:5]([O:7][CH2:8][CH3:9])=[O:6])[CH3:2], predict the reactants needed to synthesize it. The reactants are: [CH2:1]([O:3][C@@H:4]([CH2:10][C:11]1[CH:16]=[CH:15][C:14]([OH:17])=[CH:13][CH:12]=1)[C:5]([O:7][CH2:8][CH3:9])=[O:6])[CH3:2].CN(C)C=O.C(=O)([O-])[O-].[Cs+].[Cs+].Br.Br[CH2:31][C:32]1[CH:37]=[CH:36][CH:35]=[CH:34][N:33]=1. (4) Given the product [F:37][C:38]1[CH:46]=[CH:45][CH:44]=[C:43]([F:47])[C:39]=1[C:40]([N:33]1[CH2:32][CH2:31][N:30]([C:27]2[N:26]=[C:25]([CH3:36])[C:24]([NH:23][C:21]([NH:20][C:10]3[N:11]([C:13]4[CH:14]=[CH:15][C:16]([CH3:19])=[CH:17][CH:18]=4)[N:12]=[C:8]([C:4]([CH2:6][F:7])([CH3:5])[CH2:3][F:2])[CH:9]=3)=[O:22])=[CH:29][CH:28]=2)[CH2:35][CH2:34]1)=[O:41], predict the reactants needed to synthesize it. The reactants are: Cl.[F:2][CH2:3][C:4]([C:8]1[CH:9]=[C:10]([NH:20][C:21]([NH:23][C:24]2[C:25]([CH3:36])=[N:26][C:27]([N:30]3[CH2:35][CH2:34][NH:33][CH2:32][CH2:31]3)=[CH:28][CH:29]=2)=[O:22])[N:11]([C:13]2[CH:18]=[CH:17][C:16]([CH3:19])=[CH:15][CH:14]=2)[N:12]=1)([CH2:6][F:7])[CH3:5].[F:37][C:38]1[CH:46]=[CH:45][CH:44]=[C:43]([F:47])[C:39]=1[C:40](Cl)=[O:41].C(N(CC)CC)C. (5) Given the product [CH2:1]([O:3][C:4]([C:6]1[N:7]=[C:8]([NH:12][C:13]2[CH:18]=[CH:17][CH:16]=[C:15]([C:19]([F:20])([F:21])[F:22])[CH:14]=2)[S:9][CH:10]=1)=[O:5])[CH3:2], predict the reactants needed to synthesize it. The reactants are: [CH2:1]([O:3][C:4]([C:6]1[N:7]=[C:8](Br)[S:9][CH:10]=1)=[O:5])[CH3:2].[NH2:12][C:13]1[CH:14]=[C:15]([C:19]([F:22])([F:21])[F:20])[CH:16]=[CH:17][CH:18]=1.Cl. (6) Given the product [O:26]=[C:25]1[C:24]2[C:19](=[CH:20][CH:21]=[CH:22][CH:23]=2)[C:18](=[O:27])[N:17]1[CH2:16][CH2:15][CH2:14][C:11]1[N:10]=[C:9]([NH:28][C:29]2[CH:30]=[C:31]([CH3:35])[CH:32]=[CH:33][CH:34]=2)[C:8]([C:6]([OH:7])=[O:5])=[CH:13][N:12]=1, predict the reactants needed to synthesize it. The reactants are: [OH-].[Na+].C([O:5][C:6]([C:8]1[C:9]([NH:28][C:29]2[CH:30]=[C:31]([CH3:35])[CH:32]=[CH:33][CH:34]=2)=[N:10][C:11]([CH2:14][CH2:15][CH2:16][N:17]2[C:25](=[O:26])[C:24]3[C:19](=[CH:20][CH:21]=[CH:22][CH:23]=3)[C:18]2=[O:27])=[N:12][CH:13]=1)=[O:7])C.Cl. (7) Given the product [CH3:14][C:13]([C:11]1[S:12][C:8]([C:6]2[CH:5]=[CH:4][N:3]=[C:2]([CH:36]=[CH2:37])[N:7]=2)=[C:9]([C:17]2[C:18]([F:35])=[C:19]([NH:23][S:24]([C:27]3[C:32]([F:33])=[CH:31][CH:30]=[CH:29][C:28]=3[F:34])(=[O:26])=[O:25])[CH:20]=[CH:21][CH:22]=2)[N:10]=1)([CH3:16])[CH3:15], predict the reactants needed to synthesize it. The reactants are: Cl[C:2]1[N:7]=[C:6]([C:8]2[S:12][C:11]([C:13]([CH3:16])([CH3:15])[CH3:14])=[N:10][C:9]=2[C:17]2[C:18]([F:35])=[C:19]([NH:23][S:24]([C:27]3[C:32]([F:33])=[CH:31][CH:30]=[CH:29][C:28]=3[F:34])(=[O:26])=[O:25])[CH:20]=[CH:21][CH:22]=2)[CH:5]=[CH:4][N:3]=1.[CH2:36](N(CC)CC)[CH3:37]. (8) The reactants are: [CH2:1]([O:8][C:9]([N:11]1[CH2:16][CH2:15][CH:14]([NH:17][C:18]2[CH:23]=[CH:22][C:21]([F:24])=[C:20]([F:25])[CH:19]=2)[CH2:13][CH2:12]1)=[O:10])[C:2]1[CH:7]=[CH:6][CH:5]=[CH:4][CH:3]=1.C(N(CC)CC)C.[C:33](Cl)(=[O:36])[CH2:34][CH3:35]. Given the product [CH2:1]([O:8][C:9]([N:11]1[CH2:12][CH2:13][CH:14]([N:17]([C:18]2[CH:23]=[CH:22][C:21]([F:24])=[C:20]([F:25])[CH:19]=2)[C:33](=[O:36])[CH2:34][CH3:35])[CH2:15][CH2:16]1)=[O:10])[C:2]1[CH:3]=[CH:4][CH:5]=[CH:6][CH:7]=1, predict the reactants needed to synthesize it. (9) Given the product [CH3:29][O:28][C:24](=[O:27])/[C:25](/[I:30])=[CH:26]\[CH2:15][CH:10]1[CH2:11][CH2:12][CH2:13][CH2:14]1, predict the reactants needed to synthesize it. The reactants are: BrCCBr.C[Si](Cl)(C)C.[CH:10]1([CH2:15]I)[CH2:14][CH2:13][CH2:12][CH2:11]1.[Cl-].[Li+].[Cu](C#N)C#N.[C:24]([O:28][CH3:29])(=[O:27])[C:25]#[CH:26].[I:30]I.